Dataset: Forward reaction prediction with 1.9M reactions from USPTO patents (1976-2016). Task: Predict the product of the given reaction. (1) Given the reactants Br[C:2]1[CH:3]=[C:4]2[C:10](I)=[N:9][N:8](C3CCCCO3)[C:5]2=[CH:6][N:7]=1.CC1(C)C(C)(C)OB([C:26]2[CH:27]=[N:28][N:29]([CH:31]3[CH2:36][CH2:35]N(C(OC(C)(C)C)=O)CC3)[CH:30]=2)O1.[N:45]1[CH:50]=[CH:49][CH:48]=[C:47](B2OC(C)(C)C(C)(C)O2)[CH:46]=1, predict the reaction product. The product is: [NH:7]1[CH2:6][CH2:35][CH:36]([CH2:31][N:29]2[CH:30]=[C:26]([C:10]3[C:4]4[C:5](=[CH:6][N:7]=[C:2]([C:49]5[CH:50]=[N:45][CH:46]=[CH:47][CH:48]=5)[CH:3]=4)[NH:8][N:9]=3)[CH:27]=[N:28]2)[CH2:3][CH2:2]1. (2) Given the reactants C(N(C(C)C)CC)(C)C.[CH2:10]([S:13](Cl)(=[O:15])=[O:14])[CH2:11][CH3:12].[C:17]1([S:23]([N:26]2[C:30]3=[N:31][CH:32]=[C:33]([NH:42][C:43](=[O:47])[CH2:44][C:45]#[N:46])[C:34]([NH:35][CH:36]4[CH2:41][CH2:40][NH:39][CH2:38][CH2:37]4)=[C:29]3[CH:28]=[CH:27]2)(=[O:25])=[O:24])[CH:22]=[CH:21][CH:20]=[CH:19][CH:18]=1, predict the reaction product. The product is: [C:17]1([S:23]([N:26]2[C:30]3=[N:31][CH:32]=[C:33]([NH:42][C:43](=[O:47])[CH2:44][C:45]#[N:46])[C:34]([NH:35][CH:36]4[CH2:41][CH2:40][N:39]([S:13]([CH2:10][CH2:11][CH3:12])(=[O:15])=[O:14])[CH2:38][CH2:37]4)=[C:29]3[CH:28]=[CH:27]2)(=[O:25])=[O:24])[CH:22]=[CH:21][CH:20]=[CH:19][CH:18]=1. (3) Given the reactants [O:1]=[C:2]1[N:11]([CH2:12][C:13]2[S:14][CH:15]=[CH:16][CH:17]=2)[C:10](=[O:18])[C:9]2[C:4](=[CH:5][CH:6]=[C:7]([C:19]([OH:21])=O)[CH:8]=2)[NH:3]1.[CH2:22]([NH2:32])[C:23]1[CH:31]=[CH:30][C:29]2[O:28][CH2:27][O:26][C:25]=2[CH:24]=1.C(Cl)Cl.CO.CS(C)=O, predict the reaction product. The product is: [O:28]1[C:29]2[CH:30]=[CH:31][C:23]([CH2:22][NH:32][C:19]([C:7]3[CH:8]=[C:9]4[C:4](=[CH:5][CH:6]=3)[NH:3][C:2](=[O:1])[N:11]([CH2:12][C:13]3[S:14][CH:15]=[CH:16][CH:17]=3)[C:10]4=[O:18])=[O:21])=[CH:24][C:25]=2[O:26][CH2:27]1. (4) Given the reactants [CH3:1][O:2][C:3]1[C:8]([N+:9]([O-])=O)=[CH:7][CH:6]=[C:5]([C:12]2[N:16]([CH3:17])[N:15]=[N:14][N:13]=2)[N:4]=1, predict the reaction product. The product is: [CH3:1][O:2][C:3]1[C:8]([NH2:9])=[CH:7][CH:6]=[C:5]([C:12]2[N:16]([CH3:17])[N:15]=[N:14][N:13]=2)[N:4]=1. (5) Given the reactants Cl[C:2]1[N:10]=[C:9]2[C:5]([N:6]=[CH:7][N:8]2[CH2:11][CH2:12][N:13]2[CH2:18][CH2:17][CH2:16][CH2:15][CH2:14]2)=[C:4]([N:19]2[CH2:24][CH2:23][O:22][CH2:21][CH2:20]2)[N:3]=1.[C:25]([O-:28])(O)=O.[Na+].OC[C:32]1[CH:33]=[C:34](B(O)O)C=[CH:36][CH:37]=1, predict the reaction product. The product is: [N:19]1([C:4]2[N:3]=[C:2]([C:37]3[CH:36]=[C:25]([OH:28])[CH:34]=[CH:33][CH:32]=3)[N:10]=[C:9]3[C:5]=2[N:6]=[CH:7][N:8]3[CH2:11][CH2:12][N:13]2[CH2:18][CH2:17][CH2:16][CH2:15][CH2:14]2)[CH2:24][CH2:23][O:22][CH2:21][CH2:20]1.